Dataset: Full USPTO retrosynthesis dataset with 1.9M reactions from patents (1976-2016). Task: Predict the reactants needed to synthesize the given product. (1) Given the product [CH3:1][O:2][C:3]([C:5]1([C:8]2[CH:9]=[CH:10][C:11]([SH:14])=[CH:12][CH:13]=2)[CH2:6][CH2:7]1)=[O:4], predict the reactants needed to synthesize it. The reactants are: [CH3:1][O:2][C:3]([C:5]1([C:8]2[CH:13]=[CH:12][C:11]([S:14](Cl)(=O)=O)=[CH:10][CH:9]=2)[CH2:7][CH2:6]1)=[O:4].[Sn].Cl. (2) Given the product [CH3:15][O:16][C:17]1[CH:18]=[CH:19][CH:22]=[C:23]([C:4]#[C:3][C:2]([CH3:6])([CH3:5])[CH3:1])[CH:24]=1, predict the reactants needed to synthesize it. The reactants are: [CH3:1][C:2]([CH3:6])([CH3:5])[C:3]#[CH:4].C1(C#C)C=CC=CC=1.[CH3:15][O:16][C:17]1[CH:18]=[C:19]([CH:22]=[CH:23][CH:24]=1)C#N. (3) Given the product [CH3:17][C:15]1([CH3:18])[CH2:14][O:13][C:12]([C:9]2[CH:10]=[CH:11][C:6]([O:5][CH2:4][CH2:3][CH2:2][N:22]3[CH2:23][CH2:24][CH2:25][C@H:21]3[CH3:20])=[CH:7][CH:8]=2)=[N:16]1, predict the reactants needed to synthesize it. The reactants are: Cl[CH2:2][CH2:3][CH2:4][O:5][C:6]1[CH:11]=[CH:10][C:9]([C:12]2[O:13][CH2:14][C:15]([CH3:18])([CH3:17])[N:16]=2)=[CH:8][CH:7]=1.Cl.[CH3:20][C@@H:21]1[CH2:25][CH2:24][CH2:23][NH:22]1.C(N(CC)CC)C. (4) Given the product [CH2:36]([O:35][C:33](=[O:34])[C:32]1[CH:38]=[CH:39][C:29]([O:15][CH2:14][CH:13]([N:12]2[C:11]3[CH:22]=[C:23]([F:27])[C:24]([F:26])=[CH:25][C:10]=3[N:9]=[C:8]2[C:5]2[CH:6]=[CH:7][C:2]([Cl:1])=[CH:3][CH:4]=2)[CH:16]2[CH2:17][CH2:18][CH2:19][CH2:20][CH2:21]2)=[CH:30][CH:31]=1)[CH3:37], predict the reactants needed to synthesize it. The reactants are: [Cl:1][C:2]1[CH:7]=[CH:6][C:5]([C:8]2[N:12]([CH:13]([CH:16]3[CH2:21][CH2:20][CH2:19][CH2:18][CH2:17]3)[CH2:14][OH:15])[C:11]3[CH:22]=[C:23]([F:27])[C:24]([F:26])=[CH:25][C:10]=3[N:9]=2)=[CH:4][CH:3]=1.O[C:29]1[CH:39]=[CH:38][C:32]([C:33]([O:35][CH2:36][CH3:37])=[O:34])=[CH:31][CH:30]=1.C1(P(C2C=CC=CC=2)C2C=CC=CC=2)C=CC=CC=1.N(C(OCC)=O)=NC(OCC)=O. (5) Given the product [CH2:19]=[C:18]([O:17][C:15](=[O:16])[NH:2][CH:3]1[CH2:8][CH2:7][O:6][CH2:5][CH2:4]1)[CH3:20], predict the reactants needed to synthesize it. The reactants are: Cl.[NH2:2][CH:3]1[CH2:8][CH2:7][O:6][CH2:5][CH2:4]1.C([O-])(O)=O.[Na+].Cl[C:15]([O:17][C:18]([CH3:20])=[CH2:19])=[O:16]. (6) The reactants are: C([S:4][CH2:5][CH2:6][C:7]1[CH:17]=[CH:16][C:10]([C:11]([O:13][CH2:14][CH3:15])=[O:12])=[CH:9][CH:8]=1)(=O)C.C(=O)([O-])[O-].[K+].[K+]. Given the product [SH:4][CH2:5][CH2:6][C:7]1[CH:17]=[CH:16][C:10]([C:11]([O:13][CH2:14][CH3:15])=[O:12])=[CH:9][CH:8]=1, predict the reactants needed to synthesize it. (7) Given the product [NH2:1][C:2]1[N:7]=[CH:6][N:5]=[C:4]2[N:8]([CH:12]([C:14]3[CH:21]=[C:20]([Cl:22])[C:17]([C:18]#[N:19])=[C:16]([CH:23]4[CH2:26][N:25]([CH2:27][CH:28]([OH:30])[CH3:29])[CH2:24]4)[C:15]=3[O:31][CH3:32])[CH3:13])[N:9]=[C:10]([CH3:11])[C:3]=12, predict the reactants needed to synthesize it. The reactants are: [NH2:1][C:2]1[N:7]=[CH:6][N:5]=[C:4]2[N:8]([C@@H:12]([C:14]3[CH:21]=[C:20]([Cl:22])[C:17]([C:18]#[N:19])=[C:16]([CH:23]4[CH2:26][N:25]([CH2:27][C@@H:28]([OH:30])[CH3:29])[CH2:24]4)[C:15]=3[O:31][CH3:32])[CH3:13])[N:9]=[C:10]([CH3:11])[C:3]=12.NC1N=CN=C2N([C@H](C3C=C(Cl)C(C#N)=C(C4CN(C[C@H](O)C)C4)C=3OC)C)N=C(C)C=12.COC1C=C(C=CC=1)C#N. (8) Given the product [C:13]([C:9]1[CH:8]=[C:7]([CH:12]=[CH:11][CH:10]=1)[O:6][CH2:5][CH2:4][CH2:3][CH2:2][N:30]1[CH2:31][CH2:32][CH:27]([C:23]2[CH:22]=[C:21]([NH:20][C:18](=[O:19])[CH:17]([CH3:16])[CH3:33])[CH:26]=[CH:25][CH:24]=2)[CH2:28][CH2:29]1)(=[O:15])[CH3:14], predict the reactants needed to synthesize it. The reactants are: Cl[CH2:2][CH2:3][CH2:4][CH2:5][O:6][C:7]1[CH:8]=[C:9]([C:13](=[O:15])[CH3:14])[CH:10]=[CH:11][CH:12]=1.[CH3:16][CH:17]([CH3:33])[C:18]([NH:20][C:21]1[CH:26]=[CH:25][CH:24]=[C:23]([CH:27]2[CH2:32][CH2:31][NH:30][CH2:29][CH2:28]2)[CH:22]=1)=[O:19].